Dataset: Forward reaction prediction with 1.9M reactions from USPTO patents (1976-2016). Task: Predict the product of the given reaction. (1) Given the reactants Cl[C:2]1[N:11]=[C:10]([N:12]2[CH2:17][CH2:16][O:15][CH2:14][CH2:13]2)[C:9]2[C:4](=[CH:5][C:6]([C:18]3[O:22][C:21]([C:23]#[N:24])=[CH:20][CH:19]=3)=[CH:7][CH:8]=2)[N:3]=1.[F:25][C:26]1[CH:27]=[C:28]([NH:41][C:42](=[O:55])[NH:43][C:44]2[CH:54]=[CH:53][C:47]([C:48]([N:50]([CH3:52])[CH3:51])=[O:49])=[CH:46][CH:45]=2)[CH:29]=[CH:30][C:31]=1B1OC(C)(C)C(C)(C)O1.C(=O)([O-])[O-].[Cs+].[Cs+].CN(C=O)C, predict the reaction product. The product is: [C:23]([C:21]1[O:22][C:18]([C:6]2[CH:5]=[C:4]3[C:9]([C:10]([N:12]4[CH2:17][CH2:16][O:15][CH2:14][CH2:13]4)=[N:11][C:2]([C:31]4[CH:30]=[CH:29][C:28]([NH:41][C:42](=[O:55])[NH:43][C:44]5[CH:54]=[CH:53][C:47]([C:48]([N:50]([CH3:52])[CH3:51])=[O:49])=[CH:46][CH:45]=5)=[CH:27][C:26]=4[F:25])=[N:3]3)=[CH:8][CH:7]=2)=[CH:19][CH:20]=1)#[N:24]. (2) Given the reactants [H-].[H-].[H-].[H-].[Li+].[Al+3].[CH3:7][O:8][C:9]1[CH:10]=[C:11]([CH:15]([C:21]2[CH:26]=[CH:25][CH:24]=[CH:23][CH:22]=2)[CH2:16][C:17](OC)=[O:18])[CH:12]=[CH:13][CH:14]=1.OS(O)(=O)=O, predict the reaction product. The product is: [CH3:7][O:8][C:9]1[CH:10]=[C:11]([CH:15]([C:21]2[CH:26]=[CH:25][CH:24]=[CH:23][CH:22]=2)[CH2:16][CH2:17][OH:18])[CH:12]=[CH:13][CH:14]=1. (3) Given the reactants [N+:1]([C:4]1N=[CH:6][NH:7][CH:8]=1)([O-:3])=[O:2].C(Cl)[C:10]1[CH:15]=[CH:14][CH:13]=[CH:12][CH:11]=1.[C:17](=[O:20])([O-])[O-].[K+].[K+].[C:23](#[N:25])C, predict the reaction product. The product is: [CH3:17][O:20][C:10]1[CH:15]=[CH:14][C:13]([CH2:6][N:7]2[CH:8]=[C:4]([N+:1]([O-:3])=[O:2])[CH:23]=[N:25]2)=[CH:12][CH:11]=1. (4) Given the reactants [NH2:1][C:2]1[CH:7]=[CH:6][C:5]([N+:8]([O-:10])=[O:9])=[CH:4][C:3]=1[SH:11].[OH-].[Na+].Br[CH2:15][CH2:16][Cl:17], predict the reaction product. The product is: [Cl:17][CH2:16][CH2:15][S:11][C:3]1[CH:4]=[C:5]([N+:8]([O-:10])=[O:9])[CH:6]=[CH:7][C:2]=1[NH2:1]. (5) Given the reactants [NH:1]1[C:5]2[CH:6]=[CH:7][CH:8]=[CH:9][C:4]=2[N:3]=[C:2]1[CH2:10][N:11]([CH3:22])[CH:12]1[C:21]2[N:20]=[CH:19][CH:18]=[CH:17][C:16]=2[CH2:15][CH2:14][CH2:13]1.[C:23]([C:25]1[CH:32]=[CH:31][CH:30]=[CH:29][C:26]=1[CH2:27]Br)#[N:24].CN(CC1N(CC2C=NC=CC=2)C2C=CC=CC=2N=1)C1C2N=CC=CC=2CCC1, predict the reaction product. The product is: [CH3:22][N:11]([CH2:10][C:2]1[N:3]([CH2:27][C:26]2[CH:29]=[CH:30][CH:31]=[CH:32][C:25]=2[C:23]#[N:24])[C:4]2[CH:9]=[CH:8][CH:7]=[CH:6][C:5]=2[N:1]=1)[CH:12]1[C:21]2[N:20]=[CH:19][CH:18]=[CH:17][C:16]=2[CH2:15][CH2:14][CH2:13]1. (6) Given the reactants [O:1]([C:8]1[N:16]=[CH:15][CH:14]=[CH:13][C:9]=1[C:10]([OH:12])=O)[C:2]1[CH:7]=[CH:6][CH:5]=[CH:4][CH:3]=1.[NH2:17][CH2:18][C@@H:19]1[CH2:24][CH2:23][C@H:22]([NH:25][C:26]2[CH:35]=[C:34]([N:36]([CH3:38])[CH3:37])[C:33]3[C:28](=[CH:29][CH:30]=[CH:31][CH:32]=3)[N:27]=2)[CH2:21][CH2:20]1.CCN(CC)CC.C1C=CC2N(O)N=NC=2C=1.O.CCN=C=NCCCN(C)C.[ClH:68].Cl, predict the reaction product. The product is: [ClH:68].[CH3:37][N:36]([CH3:38])[C:34]1[C:33]2[C:28](=[CH:29][CH:30]=[CH:31][CH:32]=2)[N:27]=[C:26]([NH:25][C@@H:22]2[CH2:23][CH2:24][C@H:19]([CH2:18][NH:17][C:10](=[O:12])[C:9]3[CH:13]=[CH:14][CH:15]=[N:16][C:8]=3[O:1][C:2]3[CH:3]=[CH:4][CH:5]=[CH:6][CH:7]=3)[CH2:20][CH2:21]2)[CH:35]=1.